Dataset: Full USPTO retrosynthesis dataset with 1.9M reactions from patents (1976-2016). Task: Predict the reactants needed to synthesize the given product. (1) Given the product [Cl:1][C:2]1[C:10]2[C:5](=[CH:6][C:7]([C:11]([NH:13][CH:14]([C:24]3[CH:29]=[CH:28][C:27]([F:30])=[CH:26][CH:25]=3)[CH2:15][O:16][CH2:17][CH:18]3[CH2:23][CH2:22][N:21]([CH:32]([CH3:34])[CH3:31])[CH2:20][CH2:19]3)=[O:12])=[CH:8][CH:9]=2)[NH:4][CH:3]=1, predict the reactants needed to synthesize it. The reactants are: [Cl:1][C:2]1[C:10]2[C:5](=[CH:6][C:7]([C:11]([NH:13][CH:14]([C:24]3[CH:29]=[CH:28][C:27]([F:30])=[CH:26][CH:25]=3)[CH2:15][O:16][CH2:17][CH:18]3[CH2:23][CH2:22][NH:21][CH2:20][CH2:19]3)=[O:12])=[CH:8][CH:9]=2)[NH:4][CH:3]=1.[CH3:31][C:32]([CH3:34])=O. (2) Given the product [Br:1][C:2]1[C:6]2[CH:7]=[C:8]([CH:11]=[C:17]3[S:13][C:14](=[O:19])[NH:15][C:16]3=[O:18])[CH:9]=[CH:10][C:5]=2[O:4][CH:3]=1, predict the reactants needed to synthesize it. The reactants are: [Br:1][C:2]1[C:6]2[CH:7]=[C:8]([CH:11]=O)[CH:9]=[CH:10][C:5]=2[O:4][CH:3]=1.[S:13]1[CH2:17][C:16](=[O:18])[NH:15][C:14]1=[O:19].